From a dataset of Reaction yield outcomes from USPTO patents with 853,638 reactions. Predict the reaction yield, written as a fraction of the theoretical maximum amount of product (1.0 means a 100% yield; for example, 0.34 means a 34% yield). (1) The reactants are [C:1]([OH:8])(=[O:7])[CH2:2][CH2:3][C:4]([OH:6])=[O:5].[Cl:9][C:10]1[CH:20]=[CH:19][C:13]2[CH2:14][CH2:15][NH:16][CH2:17][CH2:18][C:12]=2[C:11]=1[N:21]1[C:25]([CH3:26])=[CH:24][C:23]([CH3:27])=[N:22]1. The catalyst is CO. The product is [C:1]([OH:8])(=[O:7])[CH2:2][CH2:3][C:4]([OH:6])=[O:5].[Cl:9][C:10]1[CH:20]=[CH:19][C:13]2[CH2:14][CH2:15][NH:16][CH2:17][CH2:18][C:12]=2[C:11]=1[N:21]1[C:25]([CH3:26])=[CH:24][C:23]([CH3:27])=[N:22]1. The yield is 0.780. (2) The reactants are Br[C:2]1[CH:3]=[C:4]([OH:21])[C:5]([C:12]([NH:14][CH2:15][C:16]([O:18]CC)=[O:17])=[O:13])=[C:6]2[C:11]=1[N:10]=[CH:9][CH:8]=[N:7]2.[O:22]1[CH:26]=[CH:25][C:24](B(O)O)=[CH:23]1.C(=O)([O-])[O-].[K+].[K+].[OH-].[Na+]. The catalyst is O1CCOCC1.O.CO.C1C=CC([P]([Pd]([P](C2C=CC=CC=2)(C2C=CC=CC=2)C2C=CC=CC=2)([P](C2C=CC=CC=2)(C2C=CC=CC=2)C2C=CC=CC=2)[P](C2C=CC=CC=2)(C2C=CC=CC=2)C2C=CC=CC=2)(C2C=CC=CC=2)C2C=CC=CC=2)=CC=1. The product is [O:22]1[CH:26]=[CH:25][C:24]([C:2]2[CH:3]=[C:4]([OH:21])[C:5]([C:12]([NH:14][CH2:15][C:16]([OH:18])=[O:17])=[O:13])=[C:6]3[C:11]=2[N:10]=[CH:9][CH:8]=[N:7]3)=[CH:23]1. The yield is 0.707.